This data is from Catalyst prediction with 721,799 reactions and 888 catalyst types from USPTO. The task is: Predict which catalyst facilitates the given reaction. (1) Reactant: C([NH2:5])(C)(C)C.[F:6][C:7]([F:14])([F:13])[CH2:8][S:9](Cl)(=[O:11])=[O:10]. Product: [F:6][C:7]([F:14])([F:13])[CH2:8][S:9]([NH2:5])(=[O:11])=[O:10]. The catalyst class is: 7. (2) Reactant: [NH:1]1[C:9]2[C:4](=[CH:5][CH:6]=[CH:7][CH:8]=2)[C:3]([CH2:10][N:11]2[CH2:15][CH2:14][C:13]3([CH2:19][CH2:18][NH:17][CH2:16]3)[C:12]2=[O:20])=[CH:2]1.CCN(C(C)C)C(C)C.Cl[C:31]1[CH:36]=[C:35]([C:37]([F:40])([F:39])[F:38])[N:34]=[CH:33][N:32]=1. Product: [NH:1]1[C:9]2[C:4](=[CH:5][CH:6]=[CH:7][CH:8]=2)[C:3]([CH2:10][N:11]2[CH2:15][CH2:14][C:13]3([CH2:19][CH2:18][N:17]([C:31]4[CH:36]=[C:35]([C:37]([F:40])([F:39])[F:38])[N:34]=[CH:33][N:32]=4)[CH2:16]3)[C:12]2=[O:20])=[CH:2]1. The catalyst class is: 10. (3) Reactant: [NH2:1][C:2]1[CH:7]=[C:6]([CH2:8][C:9]([C:12]2[CH:17]=[CH:16][CH:15]=[CH:14][CH:13]=2)([OH:11])[CH3:10])[CH:5]=[CH:4][N:3]=1.[C:18]([N:26]=C=O)(=[O:25])C1C=CC=CC=1.C(O)C.C(=O)([O-])[O-].[K+].[K+]. Product: [OH:11][C:9]([C:12]1[CH:13]=[CH:14][CH:15]=[CH:16][CH:17]=1)([CH3:10])[CH2:8][C:6]1[CH:5]=[CH:4][N:3]=[C:2]([NH:1][C:18]([NH2:26])=[O:25])[CH:7]=1. The catalyst class is: 2. (4) Reactant: Br[C:2]1[CH:3]=[C:4]([N:22]([CH2:29][CH3:30])[CH:23]2[CH2:28][CH2:27][O:26][CH2:25][CH2:24]2)[C:5]([CH3:21])=[C:6]([CH:20]=1)[C:7]([NH:9][CH2:10][C:11]1[C:12](=[O:19])[NH:13][C:14]([CH3:18])=[CH:15][C:16]=1[CH3:17])=[O:8].[O:31]1[CH2:36][CH2:35][N:34]([CH2:37][C:38]2[CH:43]=[CH:42][C:41](B3OC(C)(C)C(C)(C)O3)=[CH:40][CH:39]=2)[CH2:33][CH2:32]1.C([O-])([O-])=O.[Na+].[Na+].O1CCO[CH2:61][CH2:60]1.O. Product: [CH2:29]([N:22]([CH:23]1[CH2:28][CH2:27][O:26][CH2:25][CH2:24]1)[C:4]1[C:5]([CH3:21])=[C:6]([C:7]([NH:9][CH2:10][C:11]2[C:12](=[O:19])[NH:13][C:14]([CH3:18])=[CH:15][C:16]=2[CH2:17][CH2:60][CH3:61])=[O:8])[CH:20]=[C:2]([C:41]2[CH:40]=[CH:39][C:38]([CH2:37][N:34]3[CH2:35][CH2:36][O:31][CH2:32][CH2:33]3)=[CH:43][CH:42]=2)[CH:3]=1)[CH3:30]. The catalyst class is: 257. (5) Reactant: [CH:1]([C:3]1[CH:27]=[CH:26][C:6]([O:7][C:8]2[CH:13]=[CH:12][C:11]([C:14](=[CH:18][C:19]3[CH:24]=[CH:23][C:22]([CH3:25])=[CH:21][CH:20]=3)[C:15]([OH:17])=[O:16])=[CH:10][CH:9]=2)=[CH:5][CH:4]=1)=O.[S:28]1[CH2:32][C:31](=[O:33])[NH:30][C:29]1=[O:34].C(O)(=O)C1C=CC=CC=1.N1CCCCC1.Cl. Product: [O:34]=[C:29]1[NH:30][C:31](=[O:33])[C:32](=[CH:1][C:3]2[CH:4]=[CH:5][C:6]([O:7][C:8]3[CH:9]=[CH:10][C:11]([C:14](=[CH:18][C:19]4[CH:20]=[CH:21][C:22]([CH3:25])=[CH:23][CH:24]=4)[C:15]([OH:17])=[O:16])=[CH:12][CH:13]=3)=[CH:26][CH:27]=2)[S:28]1. The catalyst class is: 11. (6) Reactant: [OH:1][C@H:2]1[CH2:6][CH2:5][N:4]([C:7]([O:9][C:10]([CH3:13])([CH3:12])[CH3:11])=[O:8])[CH2:3]1.C([O-])([O-])=O.[Cs+].[Cs+].Cl[C:21]1[N:26]=[C:25]([C:27]#[N:28])[CH:24]=[CH:23][CH:22]=1. Product: [C:27]([C:25]1[N:26]=[C:21]([O:1][C@H:2]2[CH2:6][CH2:5][N:4]([C:7]([O:9][C:10]([CH3:13])([CH3:12])[CH3:11])=[O:8])[CH2:3]2)[CH:22]=[CH:23][CH:24]=1)#[N:28]. The catalyst class is: 37. (7) Reactant: [CH3:1][CH:2]1[O:7][CH:6]([CH3:8])[CH2:5][N:4]([C:9]2[N:16]=[CH:15][CH:14]=[CH:13][C:10]=2[C:11]#[N:12])[CH2:3]1. Product: [CH3:1][CH:2]1[O:7][CH:6]([CH3:8])[CH2:5][N:4]([C:9]2[C:10]([CH2:11][NH2:12])=[CH:13][CH:14]=[CH:15][N:16]=2)[CH2:3]1. The catalyst class is: 181.